Dataset: NCI-60 drug combinations with 297,098 pairs across 59 cell lines. Task: Regression. Given two drug SMILES strings and cell line genomic features, predict the synergy score measuring deviation from expected non-interaction effect. Drug 1: CC1=C(C(=CC=C1)Cl)NC(=O)C2=CN=C(S2)NC3=CC(=NC(=N3)C)N4CCN(CC4)CCO. Drug 2: CC1=C(C(=O)C2=C(C1=O)N3CC4C(C3(C2COC(=O)N)OC)N4)N. Cell line: SK-MEL-28. Synergy scores: CSS=24.0, Synergy_ZIP=-2.08, Synergy_Bliss=1.23, Synergy_Loewe=1.96, Synergy_HSA=3.68.